This data is from Full USPTO retrosynthesis dataset with 1.9M reactions from patents (1976-2016). The task is: Predict the reactants needed to synthesize the given product. (1) Given the product [Br:8][C:6]1[CH:5]=[N:4][C:3]2[NH:9][C:10]3[CH2:15][CH2:14][CH2:13][C:12](=[O:16])[C:11]=3[C:2]=2[CH:7]=1, predict the reactants needed to synthesize it. The reactants are: Br[C:2]1[C:3]([NH:9][C:10]2[CH2:15][CH2:14][CH2:13][C:12](=[O:16])[CH:11]=2)=[N:4][CH:5]=[C:6]([Br:8])[CH:7]=1.N12CCC(NC1)CC2.Cl. (2) The reactants are: [Cl:1][C:2]1[N:3]([S:15]([C:18]2[CH:23]=[CH:22][CH:21]=[CH:20][CH:19]=2)(=[O:17])=[O:16])[C:4]([C:9]2[CH:14]=[CH:13][CH:12]=[CH:11][CH:10]=2)=[CH:5][C:6]=1[CH2:7][OH:8].C[N+]1([O-])CCOCC1. Given the product [Cl:1][C:2]1[N:3]([S:15]([C:18]2[CH:23]=[CH:22][CH:21]=[CH:20][CH:19]=2)(=[O:17])=[O:16])[C:4]([C:9]2[CH:10]=[CH:11][CH:12]=[CH:13][CH:14]=2)=[CH:5][C:6]=1[CH:7]=[O:8], predict the reactants needed to synthesize it. (3) Given the product [CH3:10][N:9]([CH3:11])[C:7](=[N:1][C:2](=[NH:4])[S:3][CH3:14])[CH3:8], predict the reactants needed to synthesize it. The reactants are: [NH2:1][C:2]([NH2:4])=[S:3].CO[C:7](OC)([N:9]([CH3:11])[CH3:10])[CH3:8].[CH2:14]1COCC1.IC. (4) Given the product [F:47][C:48]([F:53])([F:52])[C:49]([OH:51])=[O:50].[C:38]([C:24]1[CH:25]=[C:26]([S:29]([NH:32][C:33]2[S:34][CH:35]=[CH:36][N:37]=2)(=[O:30])=[O:31])[CH:27]=[CH:28][C:23]=1[O:22][C:19]1[CH:20]=[CH:21][C:16]([C:11]2[CH:12]=[CH:13][CH:14]=[CH:15][C:10]=2[CH2:9][NH:7][CH3:6])=[CH:17][C:18]=1[C:40]1[N:44]([CH3:45])[N:43]=[CH:42][CH:41]=1)#[N:39], predict the reactants needed to synthesize it. The reactants are: C(O[C:6](=O)[N:7]([CH2:9][C:10]1[CH:15]=[CH:14][CH:13]=[CH:12][C:11]=1[C:16]1[CH:21]=[CH:20][C:19]([O:22][C:23]2[CH:28]=[CH:27][C:26]([S:29]([NH:32][C:33]3[S:34][CH:35]=[CH:36][N:37]=3)(=[O:31])=[O:30])=[CH:25][C:24]=2[C:38]#[N:39])=[C:18]([C:40]2[N:44]([CH3:45])[N:43]=[CH:42][CH:41]=2)[CH:17]=1)C)(C)(C)C.[F:47][C:48]([F:53])([F:52])[C:49]([OH:51])=[O:50]. (5) The reactants are: [CH3:1][N:2]([CH3:12])[C:3]1[CH:4]=[C:5]([C:9](=O)[CH3:10])[CH:6]=[CH:7][CH:8]=1.[O-:13][CH2:14][CH3:15].[Na+].Cl.[NH:18]([C:20]1[CH:21]=[CH:22][C:23]([O:26][CH3:27])=[N:24][CH:25]=1)[NH2:19].[CH2:28]([OH:30])[CH3:29]. Given the product [CH3:1][N:2]([CH3:12])[C:3]1[CH:4]=[C:5]([C:9]2[N:18]([C:20]3[CH:25]=[N:24][C:23]([O:26][CH3:27])=[CH:22][CH:21]=3)[N:19]=[C:15]([C:14]([O:30][CH2:28][CH3:29])=[O:13])[CH:10]=2)[CH:6]=[CH:7][CH:8]=1, predict the reactants needed to synthesize it.